From a dataset of Reaction yield outcomes from USPTO patents with 853,638 reactions. Predict the reaction yield, written as a fraction of the theoretical maximum amount of product (1.0 means a 100% yield; for example, 0.34 means a 34% yield). (1) The reactants are [CH2:1]([Mg]Br)[CH2:2][CH2:3][CH2:4][CH2:5][CH2:6][CH2:7][CH2:8][CH2:9][CH3:10].[O:13]1[CH2:17][CH2:16][CH2:15][CH2:14]1. No catalyst specified. The product is [CH3:10][CH2:9][CH2:8][CH2:7][CH2:6][CH2:5][CH2:4][CH2:3][CH2:2][CH2:1][C:14](=[O:13])[CH2:15][CH2:16][CH2:17][CH2:1][CH2:2][CH2:3][CH2:4]/[CH:5]=[CH:6]\[CH2:7]/[CH:8]=[CH:9]\[CH2:10][CH2:1][CH2:2][CH2:3][CH3:4]. The yield is 0.990. (2) The reactants are [ClH:1].[NH2:2][C@@H:3]([CH2:24][C:25]1[CH:30]=[CH:29][C:28]([NH:31][C:32]2[CH:37]=[C:36]([C:38]3[CH:43]=[CH:42][C:41]([F:44])=[CH:40][CH:39]=3)[N:35]=[CH:34][N:33]=2)=[CH:27][CH:26]=1)[C@H:4]([OH:23])[CH2:5][NH:6][C:7]1([C:13]2[CH:18]=[CH:17][CH:16]=[C:15]([C:19]([CH3:22])([CH3:21])[CH3:20])[CH:14]=2)[CH2:12][CH2:11][CH2:10][CH2:9][CH2:8]1.CCN(CC)CC.[CH3:52][C:53](OC(C)=O)=[O:54]. The catalyst is C(Cl)Cl.C(Cl)(Cl)Cl. The product is [ClH:1].[C:19]([C:15]1[CH:14]=[C:13]([C:7]2([NH:6][CH2:5][C@@H:4]([OH:23])[C@@H:3]([NH:2][C:53](=[O:54])[CH3:52])[CH2:24][C:25]3[CH:30]=[CH:29][C:28]([NH:31][C:32]4[CH:37]=[C:36]([C:38]5[CH:43]=[CH:42][C:41]([F:44])=[CH:40][CH:39]=5)[N:35]=[CH:34][N:33]=4)=[CH:27][CH:26]=3)[CH2:12][CH2:11][CH2:10][CH2:9][CH2:8]2)[CH:18]=[CH:17][CH:16]=1)([CH3:22])([CH3:20])[CH3:21]. The yield is 0.00500. (3) The reactants are CS(C)=O.C(Cl)(=O)C(Cl)=O.[Cl:11][C:12]1[C:17]2=[CH:18][O:19][N:20]=[C:16]2[C:15]([C:21]2[CH:26]=[CH:25][CH:24]=[C:23]([F:27])[CH:22]=2)=[C:14]([CH2:28][OH:29])[CH:13]=1.C(N(CC)CC)C. The catalyst is C(Cl)Cl. The product is [Cl:11][C:12]1[C:17]2=[CH:18][O:19][N:20]=[C:16]2[C:15]([C:21]2[CH:26]=[CH:25][CH:24]=[C:23]([F:27])[CH:22]=2)=[C:14]([CH:28]=[O:29])[CH:13]=1. The yield is 0.850.